This data is from Reaction yield outcomes from USPTO patents with 853,638 reactions. The task is: Predict the reaction yield, written as a fraction of the theoretical maximum amount of product (1.0 means a 100% yield; for example, 0.34 means a 34% yield). (1) The reactants are [C:1]([O:5][C:6](=[O:22])[CH2:7][CH2:8][NH:9][C:10]1[CH:15]=[CH:14][C:13]([O:16][C:17]([F:20])([F:19])[F:18])=[C:12]([Cl:21])[CH:11]=1)([CH3:4])([CH3:3])[CH3:2].Br[CH2:24][C:25]([O:27][CH3:28])=[O:26].N1C(C)=CC=CC=1C. The catalyst is CC#N. The product is [C:1]([O:5][C:6](=[O:22])[CH2:7][CH2:8][N:9]([C:10]1[CH:15]=[CH:14][C:13]([O:16][C:17]([F:19])([F:20])[F:18])=[C:12]([Cl:21])[CH:11]=1)[CH2:24][C:25]([O:27][CH3:28])=[O:26])([CH3:4])([CH3:2])[CH3:3]. The yield is 0.640. (2) The product is [CH:30]([C:2]1[CH:7]=[CH:6][C:5]([C:8]2[CH:13]=[CH:12][C:11]([O:14][CH2:15][CH2:16][CH2:17][CH2:18][CH2:19][CH2:20][CH3:21])=[CH:10][CH:9]=2)=[CH:4][CH:3]=1)=[O:31]. The reactants are Br[C:2]1[CH:7]=[CH:6][C:5]([C:8]2[CH:13]=[CH:12][C:11]([O:14][CH2:15][CH2:16][CH2:17][CH2:18][CH2:19][CH2:20][CH3:21])=[CH:10][CH:9]=2)=[CH:4][CH:3]=1.[Li]CCCC.CN([CH:30]=[O:31])C. The yield is 0.420. The catalyst is C1COCC1. (3) The reactants are C1C(=O)N([Cl:8])C(=O)C1.[CH3:9][N:10]1[C:14]([C:15]2[CH:16]=[C:17]([C:20]([O:22][CH3:23])=[O:21])[S:18][CH:19]=2)=[C:13]([CH3:24])[CH:12]=[N:11]1. The catalyst is O1CCCC1. The product is [Cl:8][C:12]1[C:13]([CH3:24])=[C:14]([C:15]2[CH:16]=[C:17]([C:20]([O:22][CH3:23])=[O:21])[S:18][CH:19]=2)[N:10]([CH3:9])[N:11]=1. The yield is 0.910. (4) The reactants are F[C:2]1[C:7]([F:8])=[CH:6][N:5]=[C:4]2[NH:9][CH:10]=[C:11]([NH:12][C:13](=[O:20])[C:14]3[CH:19]=[CH:18][CH:17]=[N:16][CH:15]=3)[C:3]=12.[NH:21]1[CH2:26][CH2:25][CH2:24][C@@H:23]([NH:27]C(=O)OC(C)(C)C)[CH2:22]1.CCN(C(C)C)C(C)C.C(O)(C(F)(F)F)=O.C(Cl)[Cl:52]. The catalyst is CCCCO. The product is [ClH:52].[NH2:27][C@@H:23]1[CH2:24][CH2:25][CH2:26][N:21]([C:2]2[C:7]([F:8])=[CH:6][N:5]=[C:4]3[NH:9][CH:10]=[C:11]([NH:12][C:13](=[O:20])[C:14]4[CH:19]=[CH:18][CH:17]=[N:16][CH:15]=4)[C:3]=23)[CH2:22]1. The yield is 0.660. (5) The reactants are [C:1]([O:5][CH2:6][CH2:7][OH:8])(=[O:4])[CH:2]=[CH2:3].C(N(C(C)C)CC)(C)C.[S:18](Cl)([C:21]1[C:33]2[CH:32]=[CH:31][CH:30]=[C:26]([N:27]([CH3:29])[CH3:28])[C:25]=2[CH:24]=[CH:23][CH:22]=1)(=[O:20])=[O:19]. The catalyst is C(Cl)Cl. The product is [C:1]([O:5][CH2:6][CH2:7][O:8][S:18]([C:21]1[C:33]2[C:25](=[C:26]([N:27]([CH3:29])[CH3:28])[CH:30]=[CH:31][CH:32]=2)[CH:24]=[CH:23][CH:22]=1)(=[O:20])=[O:19])(=[O:4])[CH:2]=[CH2:3]. The yield is 0.560.